Dataset: Reaction yield outcomes from USPTO patents with 853,638 reactions. Task: Predict the reaction yield, written as a fraction of the theoretical maximum amount of product (1.0 means a 100% yield; for example, 0.34 means a 34% yield). The reactants are C[O:2][C:3](=O)[C:4]1[CH:9]=[CH:8][C:7]([O:10][CH2:11][C:12]2[CH:17]=[CH:16][CH:15]=[CH:14][N:13]=2)=[CH:6][C:5]=1[CH3:18].[H-].C([Al+]CC(C)C)C(C)C.[C@H](O)(C([O-])=O)[C@@H](O)C([O-])=O.[Na+].[K+].C(OCC)C. The catalyst is C1(C)C=CC=CC=1. The product is [CH3:18][C:5]1[CH:6]=[C:7]([O:10][CH2:11][C:12]2[CH:17]=[CH:16][CH:15]=[CH:14][N:13]=2)[CH:8]=[CH:9][C:4]=1[CH2:3][OH:2]. The yield is 0.930.